This data is from Forward reaction prediction with 1.9M reactions from USPTO patents (1976-2016). The task is: Predict the product of the given reaction. (1) Given the reactants [CH2:1]([O:3][C:4]([C:6]1[NH:14][C:13]2[C:8](=[N:9][CH:10]=[CH:11][CH:12]=2)[C:7]=1[C:15]1[CH:20]=[CH:19][CH:18]=[CH:17][C:16]=1[F:21])=[O:5])[CH3:2].[CH2:22](Br)[C:23]1[CH:28]=[CH:27][CH:26]=[CH:25][CH:24]=1.[H-].[Na+].[C:32](OCC)(=O)C, predict the reaction product. The product is: [CH2:1]([O:3][C:4]([C:6]1[N:14]([CH2:22][C:23]2[CH:28]=[CH:27][CH:26]=[CH:25][CH:24]=2)[C:13]2[C:8](=[N:9][C:10]([CH3:32])=[CH:11][CH:12]=2)[C:7]=1[C:15]1[CH:20]=[CH:19][CH:18]=[CH:17][C:16]=1[F:21])=[O:5])[CH3:2]. (2) The product is: [Cl:38][C:39]1[CH:40]=[CH:41][C:42]([C:45]2[CH:49]([C:50]3[CH:51]=[CH:52][CH:53]=[CH:54][CH:55]=3)[CH2:48][N:47]([C:13](=[O:15])[CH2:12][CH:11]([S:8]([C:5]3[CH:4]=[CH:3][C:2]([Cl:1])=[CH:7][CH:6]=3)(=[O:9])=[O:10])[CH3:16])[N:46]=2)=[CH:43][CH:44]=1. Given the reactants [Cl:1][C:2]1[CH:7]=[CH:6][C:5]([S:8]([CH:11]([CH3:16])[CH2:12][C:13]([OH:15])=O)(=[O:10])=[O:9])=[CH:4][CH:3]=1.C(N(C(C)C)CC)(C)C.Cl.C(N=C=NCCCN(C)C)C.[Cl:38][C:39]1[CH:44]=[CH:43][C:42]([C:45]2[CH:49]([C:50]3[CH:55]=[CH:54][CH:53]=[CH:52][CH:51]=3)[CH2:48][NH:47][N:46]=2)=[CH:41][CH:40]=1, predict the reaction product.